From a dataset of Forward reaction prediction with 1.9M reactions from USPTO patents (1976-2016). Predict the product of the given reaction. Given the reactants [CH2:1]([O:3][C:4](=[O:17])[C:5]([O:8][C:9]1[CH:14]=[CH:13][C:12]([OH:15])=[CH:11][C:10]=1[CH3:16])([CH3:7])[CH3:6])[CH3:2].[C:18]([NH:25][CH2:26][CH2:27]O)([O:20][C:21]([CH3:24])([CH3:23])[CH3:22])=[O:19].C1(P(C2C=CC=CC=2)C2C=CC=CC=2)C=CC=CC=1.N(C(OC(C)(C)C)=O)=NC(OC(C)(C)C)=O, predict the reaction product. The product is: [CH2:1]([O:3][C:4](=[O:17])[C:5]([O:8][C:9]1[CH:14]=[CH:13][C:12]([O:15][CH2:27][CH2:26][NH:25][C:18]([O:20][C:21]([CH3:24])([CH3:23])[CH3:22])=[O:19])=[CH:11][C:10]=1[CH3:16])([CH3:6])[CH3:7])[CH3:2].